Predict the reactants needed to synthesize the given product. From a dataset of Full USPTO retrosynthesis dataset with 1.9M reactions from patents (1976-2016). Given the product [F:1][C:2]1[C:3]([F:26])=[CH:4][C:5]2[N:14]=[C:13]([N:15]3[CH2:20][CH2:19][N:18]([CH3:29])[C@@H:17]([CH2:21][CH2:22][O:23][CH3:24])[CH2:16]3)[C:12]3[CH:11]=[CH:10][S:9][C:8]=3[NH:7][C:6]=2[CH:25]=1, predict the reactants needed to synthesize it. The reactants are: [F:1][C:2]1[C:3]([F:26])=[CH:4][C:5]2[N:14]=[C:13]([N:15]3[CH2:20][CH2:19][NH:18][C@@H:17]([CH2:21][CH2:22][O:23][CH3:24])[CH2:16]3)[C:12]3[CH:11]=[CH:10][S:9][C:8]=3[NH:7][C:6]=2[CH:25]=1.C=O.[C:29](O[BH-](OC(=O)C)OC(=O)C)(=O)C.[Na+].